Dataset: Catalyst prediction with 721,799 reactions and 888 catalyst types from USPTO. Task: Predict which catalyst facilitates the given reaction. Reactant: Cl[C:2]1[CH:7]=[CH:6][N:5]2[N:8]=[CH:9][C:10]([C:11]([NH:13][C@@H:14]([C:19]3[CH:24]=[CH:23][C:22]([O:25][C:26]([F:29])([F:28])[F:27])=[CH:21][CH:20]=3)[C:15]([OH:18])([CH3:17])[CH3:16])=[O:12])=[C:4]2[N:3]=1.C([Sn](CCCC)(CCCC)[C:35]1[S:36][CH:37]=[CH:38][N:39]=1)CCC. Product: [OH:18][C:15]([CH3:17])([CH3:16])[C@@H:14]([NH:13][C:11]([C:10]1[CH:9]=[N:8][N:5]2[CH:6]=[CH:7][C:2]([C:35]3[S:36][CH:37]=[CH:38][N:39]=3)=[N:3][C:4]=12)=[O:12])[C:19]1[CH:24]=[CH:23][C:22]([O:25][C:26]([F:29])([F:28])[F:27])=[CH:21][CH:20]=1. The catalyst class is: 206.